From a dataset of Forward reaction prediction with 1.9M reactions from USPTO patents (1976-2016). Predict the product of the given reaction. (1) Given the reactants CO[C:3](=[O:14])[CH2:4][C:5]1[CH:13]=[CH:12][CH:11]=[CH:10][C:6]=1[C:7]([OH:9])=O.[CH2:15]1[C:20]2([CH2:25][CH2:24][NH:23][CH2:22][CH2:21]2)[CH2:19][CH2:18][N:17](C(OC(C)(C)C)=O)[CH2:16]1.COC(=O)CC1C=CC=CC=1C([N:41]1CCC2(CCN(C(OC(C)(C)C)=O)CC2)CC1)=O, predict the reaction product. The product is: [CH2:15]1[C:20]2([CH2:25][CH2:24][NH:23][CH2:22][CH2:21]2)[CH2:19][CH2:18][N:17]([C:7]([C:6]2[CH:10]=[CH:11][CH:12]=[CH:13][C:5]=2[CH2:4][C:3]([NH2:41])=[O:14])=[O:9])[CH2:16]1. (2) Given the reactants [CH3:1][O:2][C:3]([C:5]1[CH:13]=[CH:12][C:8]([C:9](O)=[O:10])=[CH:7][C:6]=1[N+:14]([O-:16])=[O:15])=[O:4].S(Cl)(Cl)=O.O.[NH2:22][NH2:23], predict the reaction product. The product is: [N+:14]([C:6]1[CH:7]=[C:8]([C:9]([NH:22][NH2:23])=[O:10])[CH:12]=[CH:13][C:5]=1[C:3]([O:2][CH3:1])=[O:4])([O-:16])=[O:15]. (3) Given the reactants [CH3:1][C:2]1[CH:7]=[C:6]([C:8]2[CH:13]=[CH:12][C:11]([C:14]([F:17])([F:16])[F:15])=[CH:10][CH:9]=2)[C:5]([C:18]([NH:20][C:21]2[CH:26]=[CH:25][C:24]([O:27][CH2:28][CH2:29][C:30]3[CH:35]=[CH:34][CH:33]=[CH:32][N:31]=3)=[C:23]([N+:36]([O-])=O)[CH:22]=2)=[O:19])=[CH:4][CH:3]=1.[H][H], predict the reaction product. The product is: [NH2:36][C:23]1[CH:22]=[C:21]([NH:20][C:18]([C:5]2[C:6]([C:8]3[CH:9]=[CH:10][C:11]([C:14]([F:17])([F:15])[F:16])=[CH:12][CH:13]=3)=[CH:7][C:2]([CH3:1])=[CH:3][CH:4]=2)=[O:19])[CH:26]=[CH:25][C:24]=1[O:27][CH2:28][CH2:29][C:30]1[CH:35]=[CH:34][CH:33]=[CH:32][N:31]=1. (4) Given the reactants Br[C:2]1[N:3]=[CH:4][C:5]2[N:6]([N:8]=[C:9]([Si](C)(C)C)[CH:10]=2)[CH:7]=1.[F:15][C:16]1[CH:21]=[CH:20][C:19](B(O)O)=[CH:18][CH:17]=1, predict the reaction product. The product is: [F:15][C:16]1[CH:21]=[CH:20][C:19]([C:2]2[N:3]=[CH:4][C:5]3[N:6]([N:8]=[CH:9][CH:10]=3)[CH:7]=2)=[CH:18][CH:17]=1. (5) Given the reactants Br[C:2]1[CH:3]=[N:4][CH:5]=[CH:6][C:7]=1[CH:8]([C:10]1[CH:15]=[CH:14][C:13]([C:16]([F:19])([F:18])[F:17])=[CH:12][CH:11]=1)[OH:9].[CH:20]([N:22]1[C:30](=[O:31])[C:29]2[C:24](=[CH:25][CH:26]=[CH:27][CH:28]=2)[C:23]1=[O:32])=[CH2:21].C1(P(C2CCCCC2)C2C=CC=CC=2C2C=CC=CC=2)CCCCC1.CCN(CC)CC, predict the reaction product. The product is: [OH:9][CH:8]([C:10]1[CH:15]=[CH:14][C:13]([C:16]([F:19])([F:18])[F:17])=[CH:12][CH:11]=1)[C:7]1[CH:6]=[CH:5][N:4]=[CH:3][C:2]=1/[CH:21]=[CH:20]/[N:22]1[C:23](=[O:32])[C:24]2[C:29](=[CH:28][CH:27]=[CH:26][CH:25]=2)[C:30]1=[O:31].